Dataset: Full USPTO retrosynthesis dataset with 1.9M reactions from patents (1976-2016). Task: Predict the reactants needed to synthesize the given product. Given the product [CH3:15][O:11][C:10](=[O:12])[CH2:9][CH2:8][C:5]1[CH:4]=[CH:3][C:2]([OH:1])=[CH:7][CH:6]=1, predict the reactants needed to synthesize it. The reactants are: [OH:1][C:2]1[CH:7]=[CH:6][C:5]([CH2:8][CH2:9][C:10]([OH:12])=[O:11])=[CH:4][CH:3]=1.Cl.O1CCOC[CH2:15]1.